From a dataset of Reaction yield outcomes from USPTO patents with 853,638 reactions. Predict the reaction yield, written as a fraction of the theoretical maximum amount of product (1.0 means a 100% yield; for example, 0.34 means a 34% yield). (1) The product is [CH3:1][O:2][C:3](=[O:14])[C:4]1[CH:9]=[CH:8][CH:7]=[C:6]([CH2:10][CH:11]=[O:12])[CH:5]=1. The reactants are [CH3:1][O:2][C:3](=[O:14])[C:4]1[CH:9]=[CH:8][CH:7]=[C:6]([CH:10]=[CH:11][O:12]C)[CH:5]=1.Cl. The catalyst is O1CCCC1. The yield is 0.540. (2) The reactants are [Na].CO[C:4]1[N:5]=[N:6][C:7]([S:10]([C:13]2[N:14](S(C3C=CC=CC=3)(=O)=O)[C:15]3[C:20]([CH:21]=2)=[CH:19][CH:18]=[CH:17][CH:16]=3)(=[O:12])=[O:11])=[CH:8][CH:9]=1.[CH3:31][OH:32]. No catalyst specified. The product is [CH3:31][O:32][N:5]1[CH:4]=[CH:9][CH:8]=[C:7]([S:10]([C:13]2[NH:14][C:15]3[C:20]([CH:21]=2)=[CH:19][CH:18]=[CH:17][CH:16]=3)(=[O:11])=[O:12])[NH:6]1. The yield is 0.820. (3) The reactants are [C:1]([N:5]=[C:6]=[S:7])([CH3:4])([CH3:3])[CH3:2].[CH:8]1([NH2:13])[CH2:12][CH2:11][CH2:10][CH2:9]1.CCN(C(C)C)C(C)C. The catalyst is C(Cl)Cl.CCOC(C)=O. The product is [C:1]([NH:5][C:6]([NH:13][CH:8]1[CH2:12][CH2:11][CH2:10][CH2:9]1)=[S:7])([CH3:4])([CH3:3])[CH3:2]. The yield is 0.470. (4) The reactants are Br[Zn][CH2:3][C:4]([O:6][CH2:7][CH3:8])=[O:5].[Cl:9][C:10]1[C:11](=[O:18])[CH:12]=[C:13]([Cl:17])[C:14](=[O:16])[CH:15]=1.Cl.C(OCC)(=O)C. The catalyst is C1COCC1. The product is [Cl:9][C:10]1[C:11]([CH2:3][C:4]([O:6][CH2:7][CH3:8])=[O:5])([OH:18])[CH:12]=[C:13]([Cl:17])[C:14](=[O:16])[CH:15]=1. The yield is 0.920. (5) The reactants are [C:1]([CH2:4][C:5]1[N:13]=[CH:12][CH:11]=[CH:10][C:6]=1[C:7]([OH:9])=[O:8])(O)=[O:2].C(OC#C[Si](C)(C)C)C. The catalyst is C(Cl)Cl. The product is [OH:2][C:1]1[O:8][C:7](=[O:9])[C:6]2[C:5](=[N:13][CH:12]=[CH:11][CH:10]=2)[CH:4]=1. The yield is 0.810. (6) The reactants are COC1C=CC(C[N:8]2[CH:12]=[C:11]([C:13]3[CH:18]=[CH:17][N:16]=[C:15]([O:19][C:20]4[CH:21]=[CH:22][C:23]([F:27])=[C:24]([NH2:26])[CH:25]=4)[N:14]=3)[CH:10]=[N:9]2)=CC=1.C(O)(C(F)(F)F)=O. The catalyst is ClCCl. The product is [NH:8]1[CH:12]=[C:11]([C:13]2[CH:18]=[CH:17][N:16]=[C:15]([O:19][C:20]3[CH:21]=[CH:22][C:23]([F:27])=[C:24]([NH2:26])[CH:25]=3)[N:14]=2)[CH:10]=[N:9]1. The yield is 0.430. (7) The reactants are C1(N=C=NC2CCCCC2)CCCCC1.[CH2:16]([NH:23][C@H:24]([C:26]([O:28][CH3:29])=[O:27])[CH3:25])[C:17]1[CH:22]=[CH:21][CH:20]=[CH:19][CH:18]=1.[CH2:30]([O:37][C:38]([NH:40][C:41]1([C:44](O)=[O:45])[CH2:43][CH2:42]1)=[O:39])[C:31]1[CH:36]=[CH:35][CH:34]=[CH:33][CH:32]=1. The catalyst is ClCCl. The product is [CH2:16]([N:23]([C:44]([C:41]1([NH:40][C:38]([O:37][CH2:30][C:31]2[CH:36]=[CH:35][CH:34]=[CH:33][CH:32]=2)=[O:39])[CH2:42][CH2:43]1)=[O:45])[C@H:24]([C:26]([O:28][CH3:29])=[O:27])[CH3:25])[C:17]1[CH:22]=[CH:21][CH:20]=[CH:19][CH:18]=1. The yield is 0.710. (8) The yield is 0.140. The product is [C:9]1([C:6]2[CH:5]=[CH:4][N:3]=[C:2]([NH2:1])[CH:7]=2)[CH2:14][CH2:13][CH2:12][CH2:11][CH:10]=1. The reactants are [NH2:1][C:2]1[CH:7]=[C:6](Cl)[CH:5]=[CH:4][N:3]=1.[C:9]1(B2OC(C)(C)C(C)(C)O2)[CH2:14][CH2:13][CH2:12][CH2:11][CH:10]=1.C(=O)([O-])[O-].[K+].[K+]. The catalyst is C1C=CC([P]([Pd]([P](C2C=CC=CC=2)(C2C=CC=CC=2)C2C=CC=CC=2)([P](C2C=CC=CC=2)(C2C=CC=CC=2)C2C=CC=CC=2)[P](C2C=CC=CC=2)(C2C=CC=CC=2)C2C=CC=CC=2)(C2C=CC=CC=2)C2C=CC=CC=2)=CC=1.CN(C=O)C. (9) The reactants are [CH3:1][N:2]1[C:6]([C:7]2[CH:8]=[C:9]([C:14]([OH:16])=O)[S:10][C:11]=2[CH2:12][CH3:13])=[C:5]([CH3:17])[CH:4]=[N:3]1.[NH2:18][C@@H:19]([CH2:32][C:33]1[CH:38]=[CH:37][CH:36]=[CH:35][C:34]=1[C:39]([F:42])([F:41])[F:40])[CH2:20][N:21]1[C:29](=[O:30])[C:28]2[C:23](=[CH:24][CH:25]=[CH:26][CH:27]=2)[C:22]1=[O:31].C(N(C(C)C)CC)(C)C.F[P-](F)(F)(F)(F)F.Br[P+](N1CCCC1)(N1CCCC1)N1CCCC1. The catalyst is C(Cl)Cl. The product is [CH3:1][N:2]1[C:6]([C:7]2[CH:8]=[C:9]([C:14]([NH:18][C@@H:19]([CH2:32][C:33]3[CH:38]=[CH:37][CH:36]=[CH:35][C:34]=3[C:39]([F:42])([F:40])[F:41])[CH2:20][N:21]3[C:29](=[O:30])[C:28]4[C:23](=[CH:24][CH:25]=[CH:26][CH:27]=4)[C:22]3=[O:31])=[O:16])[S:10][C:11]=2[CH2:12][CH3:13])=[C:5]([CH3:17])[CH:4]=[N:3]1. The yield is 0.820.